Dataset: Forward reaction prediction with 1.9M reactions from USPTO patents (1976-2016). Task: Predict the product of the given reaction. (1) Given the reactants C[Si](C)(C)[O:3][C:4]([C:6]1[NH:7][CH:8]=[CH:9][CH:10]=1)=[CH2:5].[Br:13]N1C(=O)CCC1=O, predict the reaction product. The product is: [Br:13][CH2:3][C:4]([C:6]1[NH:7][CH:8]=[CH:9][CH:10]=1)=[O:5]. (2) Given the reactants [NH2:1][C:2]1[N:3]([CH3:28])[C:4](=[O:27])[C@:5]2([N:26]=1)[C:14]1[C:9](=[CH:10][CH:11]=[C:12]([Br:15])[CH:13]=1)[CH2:8][C@:7]([CH2:17][O:18][Si](C(C)(C)C)(C)C)([CH3:16])[CH2:6]2.CCCC[N+](CCCC)(CCCC)CCCC.[F-], predict the reaction product. The product is: [NH2:1][C:2]1[N:3]([CH3:28])[C:4](=[O:27])[C@:5]2([N:26]=1)[C:14]1[C:9](=[CH:10][CH:11]=[C:12]([Br:15])[CH:13]=1)[CH2:8][C@@:7]([CH2:17][OH:18])([CH3:16])[CH2:6]2. (3) Given the reactants [H-].C([Al+]CC(C)C)C(C)C.[Cl:11][C:12]1[N:17]=[C:16]([CH3:18])[N:15]=[C:14]([O:19][CH2:20][CH2:21][O:22][CH:23]2[CH:28]([C:29]3[CH:34]=[CH:33][C:32]([O:35][CH2:36][CH2:37][CH2:38][O:39][CH2:40][C:41]4[CH:46]=[CH:45][CH:44]=[CH:43][C:42]=4[O:47][CH3:48])=[CH:31][CH:30]=3)[CH2:27][CH2:26][N:25]([C:49]([O:51][C:52]([CH3:55])([CH3:54])[CH3:53])=[O:50])[CH2:24]2)[C:13]=1[CH2:56][C:57](OC)=[O:58].CO.Cl, predict the reaction product. The product is: [Cl:11][C:12]1[N:17]=[C:16]([CH3:18])[N:15]=[C:14]([O:19][CH2:20][CH2:21][O:22][CH:23]2[CH:28]([C:29]3[CH:30]=[CH:31][C:32]([O:35][CH2:36][CH2:37][CH2:38][O:39][CH2:40][C:41]4[CH:46]=[CH:45][CH:44]=[CH:43][C:42]=4[O:47][CH3:48])=[CH:33][CH:34]=3)[CH2:27][CH2:26][N:25]([C:49]([O:51][C:52]([CH3:55])([CH3:53])[CH3:54])=[O:50])[CH2:24]2)[C:13]=1[CH2:56][CH2:57][OH:58].